From a dataset of Reaction yield outcomes from USPTO patents with 853,638 reactions. Predict the reaction yield, written as a fraction of the theoretical maximum amount of product (1.0 means a 100% yield; for example, 0.34 means a 34% yield). (1) The reactants are [Cl:1][C:2]1[N:7]=[C:6](Cl)[C:5]([F:9])=[CH:4][N:3]=1.[Br:10][C:11]1[CH:16]=[CH:15][CH:14]=[C:13]([C:17]#[CH:18])[CH:12]=1. The catalyst is C1COCC1.Cl[Pd](Cl)([P](C1C=CC=CC=1)(C1C=CC=CC=1)C1C=CC=CC=1)[P](C1C=CC=CC=1)(C1C=CC=CC=1)C1C=CC=CC=1.[Cu]I. The product is [Br:10][C:11]1[CH:12]=[C:13]([C:17]#[C:18][C:6]2[C:5]([F:9])=[CH:4][N:3]=[C:2]([Cl:1])[N:7]=2)[CH:14]=[CH:15][CH:16]=1. The yield is 0.780. (2) The reactants are [N:1]1[CH:6]=[CH:5][CH:4]=[N:3][C:2]=1[N:7]1[CH2:18][CH2:17][C:10]2([NH:14][C:13](=[O:15])[NH:12][C:11]2=[O:16])[CH2:9][CH2:8]1.C([O-])([O-])=O.[K+].[K+].Br[CH2:26][C:27]1[N:37]([CH2:38][C:39]([CH3:42])([CH3:41])[CH3:40])[C:30]2[N:31]=[C:32]([C:35]#[N:36])[N:33]=[CH:34][C:29]=2[CH:28]=1. The catalyst is CN(C=O)C. The product is [CH3:40][C:39]([CH3:42])([CH3:41])[CH2:38][N:37]1[C:30]2[N:31]=[C:32]([C:35]#[N:36])[N:33]=[CH:34][C:29]=2[CH:28]=[C:27]1[CH2:26][N:12]1[C:11](=[O:16])[C:10]2([CH2:9][CH2:8][N:7]([C:2]3[N:3]=[CH:4][CH:5]=[CH:6][N:1]=3)[CH2:18][CH2:17]2)[NH:14][C:13]1=[O:15]. The yield is 0.580. (3) The yield is 0.960. The product is [CH2:7]([N:15]1[CH2:28][CH2:27][C:26]2[C:25]3[C:24]([C:29]4[CH:34]=[CH:33][CH:32]=[CH:31][CH:30]=4)=[CH:23][CH:22]=[CH:21][C:20]=3[NH:19][C:18]=2[CH2:17][CH2:16]1)[C:8]1[CH:9]=[CH:10][CH:11]=[CH:12][CH:13]=1. The catalyst is O1CCCC1. The reactants are [H-].[Al+3].[Li+].[H-].[H-].[H-].[C:7]([N:15]1[CH2:28][CH2:27][C:26]2[C:25]3[C:24]([C:29]4[CH:34]=[CH:33][CH:32]=[CH:31][CH:30]=4)=[CH:23][CH:22]=[CH:21][C:20]=3[NH:19][C:18]=2[CH2:17][CH2:16]1)(=O)[C:8]1[CH:13]=[CH:12][CH:11]=[CH:10][CH:9]=1. (4) The reactants are [CH3:1][O:2][C:3]1[CH:24]=[CH:23][C:6]2[N:7]([CH2:10][C:11]3[CH:22]=[CH:21][C:14]4[N:15]=[C:16](S(C)=O)[O:17][C:13]=4[CH:12]=3)[CH:8]=[N:9][C:5]=2[CH:4]=1.[NH2:25][C@@H:26]1[CH2:31][CH2:30][CH2:29][CH2:28][C@H:27]1[OH:32].CCN(C(C)C)C(C)C.O. The catalyst is CC(N(C)C)=O. The product is [CH3:1][O:2][C:3]1[CH:24]=[CH:23][C:6]2[N:7]([CH2:10][C:11]3[CH:22]=[CH:21][C:14]4[N:15]=[C:16]([NH:25][C@@H:26]5[CH2:31][CH2:30][CH2:29][CH2:28][C@H:27]5[OH:32])[O:17][C:13]=4[CH:12]=3)[CH:8]=[N:9][C:5]=2[CH:4]=1. The yield is 0.299. (5) The reactants are [CH3:1][N:2]1[CH:11]=[C:10](B2OC(C)(C)C(C)(C)O2)[C:9]2[C:4](=[CH:5][CH:6]=[CH:7][CH:8]=2)[C:3]1=[O:21].Br[C:23]1[CH:28]=[C:27]([S:29]([CH3:32])(=[O:31])=[O:30])[CH:26]=[CH:25][C:24]=1[F:33].[F-].[Cs+]. The catalyst is COCCOC.CO.C1C=CC(P(C2C=CC=CC=2)[C-]2C=CC=C2)=CC=1.C1C=CC(P(C2C=CC=CC=2)[C-]2C=CC=C2)=CC=1.Cl[Pd]Cl.[Fe+2]. The product is [F:33][C:24]1[CH:23]=[CH:28][C:27]([S:29]([CH3:32])(=[O:31])=[O:30])=[CH:26][C:25]=1[C:10]1[C:9]2[C:4](=[CH:5][CH:6]=[CH:7][CH:8]=2)[C:3](=[O:21])[N:2]([CH3:1])[CH:11]=1. The yield is 0.744. (6) The reactants are C(OC([N:11]1[CH2:15][CH:14]2[CH:16]([OH:21])[C:17]([F:20])([F:19])[CH2:18][CH:13]2[CH2:12]1)=O)C1C=CC=CC=1.[H][H]. The catalyst is C(O)C.[Pd].CO. The product is [F:20][C:17]1([F:19])[CH2:18][CH:13]2[CH2:12][NH:11][CH2:15][CH:14]2[CH:16]1[OH:21]. The yield is 1.00. (7) The reactants are FC(F)(F)S(O[C:7]1[CH:16]=[CH:15][C:14]2[NH:13][C:12](=[O:17])[C:11]3[S:18][CH:19]=[CH:20][C:10]=3[C:9]=2[C:8]=1[C:21]1[CH:26]=[CH:25][C:24]([CH2:27][NH:28][C:29]([O:31][C:32]([CH3:35])([CH3:34])[CH3:33])=[O:30])=[CH:23][CH:22]=1)(=O)=O.[CH3:38][N:39](C=O)C. The catalyst is [Cl-].[Zn+2].[Cl-].C1(P(C2C=CC=CC=2)[C-]2C=CC=C2)C=CC=CC=1.[C-]1(P(C2C=CC=CC=2)C2C=CC=CC=2)C=CC=C1.[Fe+2].C1C=CC(/C=C/C(/C=C/C2C=CC=CC=2)=O)=CC=1.C1C=CC(/C=C/C(/C=C/C2C=CC=CC=2)=O)=CC=1.C1C=CC(/C=C/C(/C=C/C2C=CC=CC=2)=O)=CC=1.[Pd].[Pd]. The product is [C:38]([C:7]1[CH:16]=[CH:15][C:14]2[NH:13][C:12](=[O:17])[C:11]3[S:18][CH:19]=[CH:20][C:10]=3[C:9]=2[C:8]=1[C:21]1[CH:26]=[CH:25][C:24]([CH2:27][NH:28][C:29](=[O:30])[O:31][C:32]([CH3:35])([CH3:34])[CH3:33])=[CH:23][CH:22]=1)#[N:39]. The yield is 0.870.